From a dataset of HIV replication inhibition screening data with 41,000+ compounds from the AIDS Antiviral Screen. Binary Classification. Given a drug SMILES string, predict its activity (active/inactive) in a high-throughput screening assay against a specified biological target. The molecule is CSC1=NC=C(C#N)C2=NC(c3cccs3)NN12. The result is 0 (inactive).